This data is from Full USPTO retrosynthesis dataset with 1.9M reactions from patents (1976-2016). The task is: Predict the reactants needed to synthesize the given product. (1) Given the product [OH:16][CH2:15][CH2:17][NH:18][CH2:2][C:3]([NH:5][C:6]1[CH:11]=[CH:10][CH:9]=[C:8]([N+:12]([O-:14])=[O:13])[CH:7]=1)=[O:4], predict the reactants needed to synthesize it. The reactants are: Cl[CH2:2][C:3]([NH:5][C:6]1[CH:11]=[CH:10][CH:9]=[C:8]([N+:12]([O-:14])=[O:13])[CH:7]=1)=[O:4].[CH2:15]([CH2:17][NH2:18])[OH:16]. (2) Given the product [C:25]([O:28][C:29](=[O:30])[N:12]([C:13]1[CH:20]=[CH:19][C:16]([C:17]#[N:18])=[CH:15][CH:14]=1)[CH2:11][C:10]1[CH:9]=[N:8][C:7]([CH3:21])=[C:6]2[O:22][C:2]([CH3:23])([CH3:1])[O:3][CH2:4][C:5]=12)([CH3:27])([CH3:26])[CH3:24], predict the reactants needed to synthesize it. The reactants are: [CH3:1][C:2]1([CH3:23])[O:22][C:6]2=[C:7]([CH3:21])[N:8]=[CH:9][C:10]([CH2:11][NH:12][C:13]3[CH:20]=[CH:19][C:16]([C:17]#[N:18])=[CH:15][CH:14]=3)=[C:5]2[CH2:4][O:3]1.[CH3:24][C:25]([O:28][C:29](O[C:29]([O:28][C:25]([CH3:27])([CH3:26])[CH3:24])=[O:30])=[O:30])([CH3:27])[CH3:26]. (3) Given the product [CH3:1][S:2]([O:20][CH:18]1[CH2:17][CH2:16][O:15][CH:14]([C:8]2[CH:9]=[C:10]([Br:13])[CH:11]=[CH:12][C:7]=2[Br:6])[CH2:19]1)(=[O:4])=[O:3], predict the reactants needed to synthesize it. The reactants are: [CH3:1][S:2](Cl)(=[O:4])=[O:3].[Br:6][C:7]1[CH:12]=[CH:11][C:10]([Br:13])=[CH:9][C:8]=1[CH:14]1[CH2:19][CH:18]([OH:20])[CH2:17][CH2:16][O:15]1.CCN(C(C)C)C(C)C. (4) Given the product [Br:13][CH:6]1[C:5](=[O:12])[C:4]2[N:3]=[C:2]([Cl:1])[N:11]=[CH:10][C:9]=2[CH2:8][CH2:7]1, predict the reactants needed to synthesize it. The reactants are: [Cl:1][C:2]1[N:11]=[CH:10][C:9]2[CH2:8][CH2:7][CH2:6][C:5](=[O:12])[C:4]=2[N:3]=1.[Br:13]Br. (5) Given the product [CH2:23]([C:25]1[CH:30]=[CH:29][CH:28]=[CH:27][C:26]=1[NH:31][C:32]([NH:17][C:13]1[CH:12]=[C:11]2[C:16](=[CH:15][CH:14]=1)[N:8]([CH2:7][CH2:6][O:5][CH2:4][CH2:3][O:2][CH3:1])[NH:9][C:10]2=[O:20])=[O:33])[CH3:24], predict the reactants needed to synthesize it. The reactants are: [CH3:1][O:2][CH2:3][CH2:4][O:5][CH2:6][CH2:7][N:8]1[C:16]2[C:11](=[CH:12][C:13]([N+:17]([O-])=O)=[CH:14][CH:15]=2)[C:10](=[O:20])[NH:9]1.[H][H].[CH2:23]([C:25]1[CH:30]=[CH:29][CH:28]=[CH:27][C:26]=1[N:31]=[C:32]=[O:33])[CH3:24].P([O-])([O-])([O-])=O. (6) Given the product [Cl:1][C:2]1[CH:7]=[CH:6][C:5]([O:8][CH2:14][C:15]2[CH:20]=[CH:19][CH:18]=[CH:17][N:16]=2)=[CH:4][C:3]=1[N+:9]([O-:11])=[O:10], predict the reactants needed to synthesize it. The reactants are: [Cl:1][C:2]1[CH:7]=[CH:6][C:5]([OH:8])=[CH:4][C:3]=1[N+:9]([O-:11])=[O:10].Br.Br[CH2:14][C:15]1[CH:20]=[CH:19][CH:18]=[CH:17][N:16]=1. (7) The reactants are: C(=O)([O-])[O-].[Cs+].[Cs+].Cl.Cl.[NH:9]1[CH2:12][CH:11]([C:13]2[NH:17][C:16]3[CH:18]=[CH:19][C:20]([Cl:22])=[CH:21][C:15]=3[N:14]=2)[CH2:10]1.Cl[C:24]1[C:29]([O:30][CH:31]2[CH2:36][CH2:35][O:34][CH2:33][CH2:32]2)=[N:28][CH:27]=[CH:26][N:25]=1. Given the product [Cl:22][C:20]1[CH:19]=[CH:18][C:16]2[NH:17][C:13]([CH:11]3[CH2:12][N:9]([C:24]4[C:29]([O:30][CH:31]5[CH2:36][CH2:35][O:34][CH2:33][CH2:32]5)=[N:28][CH:27]=[CH:26][N:25]=4)[CH2:10]3)=[N:14][C:15]=2[CH:21]=1, predict the reactants needed to synthesize it.